Dataset: Reaction yield outcomes from USPTO patents with 853,638 reactions. Task: Predict the reaction yield, written as a fraction of the theoretical maximum amount of product (1.0 means a 100% yield; for example, 0.34 means a 34% yield). (1) The reactants are [O:1]1[C:5]2[CH:6]=[CH:7][C:8]([C:10](=O)[C:11]#[C:12][CH2:13][C:14]3([C:22]4[CH:27]=[CH:26][CH:25]=[C:24]([Cl:28])[CH:23]=4)[O:18][C:17]([CH3:20])([CH3:19])[O:16][C:15]3=[O:21])=[CH:9][C:4]=2[O:3][CH2:2]1.[Cl:30][C:31]1[CH:36]=[CH:35][C:34]([Cl:37])=[CH:33][C:32]=1[NH:38][NH2:39]. The catalyst is CCO. The product is [O:1]1[C:5]2[CH:6]=[CH:7][C:8]([C:10]3[N:38]([C:32]4[CH:33]=[C:34]([Cl:37])[CH:35]=[CH:36][C:31]=4[Cl:30])[N:39]=[C:12]([CH2:13][C:14]4([C:22]5[CH:27]=[CH:26][CH:25]=[C:24]([Cl:28])[CH:23]=5)[O:18][C:17]([CH3:20])([CH3:19])[O:16][C:15]4=[O:21])[CH:11]=3)=[CH:9][C:4]=2[O:3][CH2:2]1. The yield is 0.770. (2) The reactants are [CH2:1]([O:3][CH:4]([O:8][CH2:9][CH3:10])[C@@H:5]([NH2:7])[CH3:6])[CH3:2].[Cl:11][C:12]1[N:17]=[C:16]2[C:18]([CH:21]=O)=[CH:19][S:20][C:15]2=[CH:14][CH:13]=1. No catalyst specified. The product is [Cl:11][C:12]1[N:17]=[C:16]2[C:18]([CH2:21][NH:7][C@@H:5]([CH3:6])[CH:4]([O:8][CH2:9][CH3:10])[O:3][CH2:1][CH3:2])=[CH:19][S:20][C:15]2=[CH:14][CH:13]=1. The yield is 0.300. (3) The reactants are [F:1][C:2]1[CH:7]=[CH:6][CH:5]=[C:4]([F:8])[C:3]=1[C:9]1[O:10][C:11]([C:19]2[S:20][CH:21]=[CH:22][CH:23]=2)=[C:12]([C:14]([O:16]CC)=[O:15])[N:13]=1.[OH-].[K+].Cl. The catalyst is CO. The product is [F:8][C:4]1[CH:5]=[CH:6][CH:7]=[C:2]([F:1])[C:3]=1[C:9]1[O:10][C:11]([C:19]2[S:20][CH:21]=[CH:22][CH:23]=2)=[C:12]([C:14]([OH:16])=[O:15])[N:13]=1. The yield is 0.890. (4) The reactants are Br[C:2]1[CH:3]=[C:4]([N:8]2[C:16]3[C:11](=[CH:12][C:13]([CH2:17][NH:18][C:19](=[O:21])[CH3:20])=[CH:14][CH:15]=3)[C:10]([C:22]([O:24][CH3:25])=[O:23])=[N:9]2)[CH:5]=[CH:6][CH:7]=1.[C:26]([C@:28]1([OH:35])[CH2:32][CH2:31][N:30]([CH3:33])[C:29]1=[O:34])#[CH:27]. No catalyst specified. The product is [C:19]([NH:18][CH2:17][C:13]1[CH:12]=[C:11]2[C:16](=[CH:15][CH:14]=1)[N:8]([C:4]1[CH:5]=[CH:6][CH:7]=[C:2]([C:27]#[C:26][C@:28]3([OH:35])[CH2:32][CH2:31][N:30]([CH3:33])[C:29]3=[O:34])[CH:3]=1)[N:9]=[C:10]2[C:22]([O:24][CH3:25])=[O:23])(=[O:21])[CH3:20]. The yield is 0.490. (5) The yield is 0.380. The product is [F:1][C:2]1[CH:10]=[CH:9][C:5]([C:6]([C:13]2[C:14]3[C:19](=[CH:18][C:17]([C:20]([O:22][CH3:23])=[O:21])=[CH:16][CH:15]=3)[NH:11][CH:12]=2)=[O:7])=[CH:4][CH:3]=1. The reactants are [F:1][C:2]1[CH:10]=[CH:9][C:5]([C:6](Cl)=[O:7])=[CH:4][CH:3]=1.[NH:11]1[C:19]2[C:14](=[CH:15][CH:16]=[C:17]([C:20]([O:22][CH3:23])=[O:21])[CH:18]=2)[CH:13]=[CH:12]1.[Cl-].C([Al+]CC)C. The catalyst is ClCCCl. (6) The reactants are F[P-](F)(F)(F)(F)F.Br[P+](N1CCCC1)(N1CCCC1)N1CCCC1.C(N(C(C)C)CC)(C)C.C(OC([N:41]1[C:49]2[C:44](=[C:45]([O:53][CH3:54])[CH:46]=[C:47]([C:50]([OH:52])=O)[CH:48]=2)[CH2:43][CH2:42]1)=O)(C)(C)C.[CH2:55]([O:57][C:58](=[O:67])[C:59]1[CH:64]=[CH:63][C:62]([NH2:65])=[CH:61][C:60]=1[F:66])[CH3:56]. The catalyst is O1CCCC1. The product is [CH2:55]([O:57][C:58](=[O:67])[C:59]1[CH:64]=[CH:63][C:62]([NH:65][C:50]([C:47]2[CH:48]=[C:49]3[C:44]([CH2:43][CH2:42][NH:41]3)=[C:45]([O:53][CH3:54])[CH:46]=2)=[O:52])=[CH:61][C:60]=1[F:66])[CH3:56]. The yield is 0.270. (7) The reactants are [OH:1][C:2]1[CH:3]=[CH:4][C:5]2[O:9][C@@H:8]3[C@@H:10]([C:11]([O:13][CH2:14][CH3:15])=[O:12])[C@@H:7]3[C:6]=2[CH:16]=1.F[C:18]1[CH:27]=[CH:26][N:25]=[C:24]2[C:19]=1[CH2:20][CH2:21][C:22](=[O:28])[NH:23]2.C(=O)([O-])[O-].[Cs+].[Cs+]. The catalyst is CN(C=O)C.O. The product is [O:28]=[C:22]1[NH:23][C:24]2[N:25]=[CH:26][CH:27]=[C:18]([O:1][C:2]3[CH:3]=[CH:4][C:5]4[O:9][C@@H:8]5[C@@H:10]([C:11]([O:13][CH2:14][CH3:15])=[O:12])[C@@H:7]5[C:6]=4[CH:16]=3)[C:19]=2[CH2:20][CH2:21]1. The yield is 0.546. (8) The reactants are [Mn]([O-])(=O)(=O)=[O:2].[K+].[Cl:7][C:8]1[CH:17]=[C:16]2[C:11]([CH:12]=[C:13]([CH2:18][OH:19])[N:14]=[CH:15]2)=[CH:10][N:9]=1. The catalyst is O.[OH-].[Na+]. The product is [Cl:7][C:8]1[CH:17]=[C:16]2[C:11]([CH:12]=[C:13]([C:18]([OH:2])=[O:19])[N:14]=[CH:15]2)=[CH:10][N:9]=1. The yield is 0.500. (9) The reactants are [CH2:1]([NH:3][CH2:4][CH3:5])[CH3:2].[C:6]([B-:8]([C:13]#[N:14])([C:11]#[N:12])[C:9]#[N:10])#[N:7].[CH3:15][N:16]([C+:18]([N:20]([CH3:22])[CH3:21])Cl)[CH3:17]. The catalyst is O. The product is [C:6]([B-:8]([C:13]#[N:14])([C:11]#[N:12])[C:9]#[N:10])#[N:7].[CH3:15][N:16]([CH3:17])[C:18]([N:20]([CH3:22])[CH3:21])=[N+:3]([CH2:4][CH3:5])[CH2:1][CH3:2]. The yield is 0.974. (10) The reactants are [N:1]1[C:10]2[C:5](=[CH:6][C:7]([C:11]([OH:13])=O)=[CH:8][CH:9]=2)[N:4]=[CH:3][CH:2]=1.O=S(Cl)[Cl:16]. The catalyst is C1COCC1. The product is [N:1]1[C:10]2[C:5](=[CH:6][C:7]([C:11]([Cl:16])=[O:13])=[CH:8][CH:9]=2)[N:4]=[CH:3][CH:2]=1. The yield is 0.840.